This data is from Forward reaction prediction with 1.9M reactions from USPTO patents (1976-2016). The task is: Predict the product of the given reaction. (1) The product is: [F:36][C:24]1[CH:25]=[C:26]([N:29]2[CH:34]=[CH:33][CH:32]=[CH:31][C:30]2=[O:35])[CH:27]=[CH:28][C:23]=1[NH:22][C:4]([CH2:5][N:6]1[CH2:10][C:9](=[CH2:11])[C@@H:8]([NH:12][C:13]([C:15]2[S:16][C:17]([Cl:20])=[CH:18][CH:19]=2)=[O:14])[CH2:7]1)=[O:21]. Given the reactants C(O[C:4](=[O:21])[CH2:5][N:6]1[CH2:10][C:9](=[CH2:11])[C@@H:8]([NH:12][C:13]([C:15]2[S:16][C:17]([Cl:20])=[CH:18][CH:19]=2)=[O:14])[CH2:7]1)C.[NH2:22][C:23]1[CH:28]=[CH:27][C:26]([N:29]2[CH:34]=[CH:33][CH:32]=[CH:31][C:30]2=[O:35])=[CH:25][C:24]=1[F:36], predict the reaction product. (2) Given the reactants [Li]CCCC.CCCCCC.Br[C:13]1[N:18]=[C:17]([O:19][CH2:20][CH2:21][N:22]([CH3:24])[CH3:23])[CH:16]=[CH:15][CH:14]=1.C1C[O:28][CH2:27]C1, predict the reaction product. The product is: [CH3:23][N:22]([CH3:24])[CH2:21][CH2:20][O:19][C:17]1[N:18]=[C:13]([CH:27]=[O:28])[CH:14]=[CH:15][CH:16]=1. (3) Given the reactants [N:1]1([CH2:6][CH2:7][N:8]2[C:16]([C:17]3[O:21][N:20]=[C:19]([CH2:22][NH:23]C(=O)OC(C)(C)C)[N:18]=3)=[C:15]3[C:10]([CH:11]=[CH:12][C:13]([F:31])=[CH:14]3)=[N:9]2)[CH:5]=[CH:4][N:3]=[CH:2]1.FC(F)(F)C(O)=O.C([SiH](C(C)C)C(C)C)(C)C.O, predict the reaction product. The product is: [N:1]1([CH2:6][CH2:7][N:8]2[C:16]([C:17]3[O:21][N:20]=[C:19]([CH2:22][NH2:23])[N:18]=3)=[C:15]3[C:10]([CH:11]=[CH:12][C:13]([F:31])=[CH:14]3)=[N:9]2)[CH:5]=[CH:4][N:3]=[CH:2]1. (4) Given the reactants [CH2:1]([O:5][C:6]1[CH:11]=[CH:10][C:9]([S:12]([N:15]2[CH2:20][CH2:19][S:18](=O)[C:17]([CH3:23])([CH3:22])[CH:16]2[C:24]([O-:26])=[O:25])(=[O:14])=[O:13])=[CH:8][CH:7]=1)[C:2]#[C:3][CH3:4].[C:27](OC(=O)C)(=O)C, predict the reaction product. The product is: [CH2:1]([O:5][C:6]1[CH:11]=[CH:10][C:9]([S:12]([N:15]2[CH:20]=[CH:19][S:18][C:17]([CH3:23])([CH3:22])[C@@H:16]2[C:24]([O:26][CH3:27])=[O:25])(=[O:14])=[O:13])=[CH:8][CH:7]=1)[C:2]#[C:3][CH3:4]. (5) Given the reactants [Cl:1][C:2]1[CH:7]=[C:6]2[NH:8][C:9](=[O:41])[C:10]3([CH:15]([C:16]4[CH:21]=[C:20]([Cl:22])[CH:19]=[CH:18][C:17]=4[O:23][C:24]([CH2:30][CH3:31])([C:27](O)=[O:28])[CH2:25][CH3:26])[CH2:14][C:13](=[O:32])[NH:12][CH:11]3[C:33]3[CH:38]=[C:37]([F:39])[CH:36]=[CH:35][C:34]=3[CH3:40])[C:5]2=[CH:4][CH:3]=1.CN([C:45]([O:49][N:50]1N=NC2C=CC=NC1=2)=[N+](C)C)C.F[P-](F)(F)(F)(F)F.CCN(C(C)C)C(C)C.CO[NH3+].[Cl-], predict the reaction product. The product is: [Cl:1][C:2]1[CH:7]=[C:6]2[NH:8][C:9](=[O:41])[C:10]3([CH:15]([C:16]4[CH:21]=[C:20]([Cl:22])[CH:19]=[CH:18][C:17]=4[O:23][C:24]([C:27](=[O:28])[NH:50][O:49][CH3:45])([CH2:25][CH3:26])[CH2:30][CH3:31])[CH2:14][C:13](=[O:32])[NH:12][CH:11]3[C:33]3[CH:38]=[C:37]([F:39])[CH:36]=[CH:35][C:34]=3[CH3:40])[C:5]2=[CH:4][CH:3]=1.